From a dataset of Experimentally validated miRNA-target interactions with 360,000+ pairs, plus equal number of negative samples. Binary Classification. Given a miRNA mature sequence and a target amino acid sequence, predict their likelihood of interaction. (1) The miRNA is hsa-miR-711 with sequence GGGACCCAGGGAGAGACGUAAG. The protein sequence of the target gene is MATAEPSGRALRLSTPGPRPSGARDRAPGAAGPPSGQIGNRALRLGERTPAAVEKRGPYMVTRAPSIQAKLQKHRDLAKAVLRRKGMLGASPNRPDSSGKRSVKFNKGYTALSQSPDENLVSLDSDSDGELGSRYSSGYSSAEQVNQDVSRQLLQDGYHLDEIPDDEDLDLIPPKPMASSTCSCCWCCLGDSSSCTLQ. Result: 0 (no interaction). (2) The miRNA is mmu-miR-344e-3p with sequence GAUAUAACCAAAGCCUGACUAU. The protein sequence of the target gene is MATQVEPLLPAGAPLLQAEEHGLARKKPAPDAQAESGPGDGGGEPDGGVRRPRPACARPGRDGAERESPRPPAAAEAPAGSDGEDGGRRDFVEAPPPKVNPWTKHAPPPAAVNGQPPPEPSAPAKVVRAAAPKPRKGSKVGDFGDAVNWPTPGEIAHKSVQPQSHKPQPARKLPPKKDMKEQEKGDGSDSKESPKTKSDESGEEKNGDEDCQRGGQKKKGSKHKWVPLQIDMKPEVPREKLASRPTRPQEPRHTPAVRGEMKGSEPATYMPVSVAPPTPAWQPETKVEPAWHDQDETSSV.... Result: 1 (interaction). (3) The miRNA is dre-miR-199-5p with sequence CCCAGUGUUCAGACUACCUGUUC. The protein sequence of the target gene is MALWRGGGALGLLLLSAACLIPPSAQVRRLARCPATCSCTKESIICVGSSWVPRIVPGDISSLSLVNGTFLEIKDRMFSHLPSLQLLLLNSNSFTVIRDDAFAGLFHLEYLFIEGNKIETISRNAFRGLRDLTHLDLRGNKFECDCKAKWLYLWLKMTNSTVSDVLCIGPPEYQEKKLNEVTSFDYECTTTGPQTDEAKQRGWQLELSLGFCELIFVFQHPLSDFVVHQTLPYQSVSVDTFNSKNDVYVAIAQPSMENCMVLEWDHIEMNFRSYDNITGQSIVGCKAILIDDQVFVVVAQ.... Result: 0 (no interaction). (4) The miRNA is hsa-miR-3180-3p with sequence UGGGGCGGAGCUUCCGGAGGCC. The protein sequence of the target gene is MATAASNPYLPGNSLLAAGSIVHSDAAGAGGGGGGGGGGGGGGAGGGGGGMQPGSAAVTSGAYRGDPSSVKMVQSDFMQGAMAASNGGHMLSHAHQWVTALPHAAAAAAAAAAAAVEASSPWSGSAVGMAGSPQQPPQPPPPPPQGPDVKGGAGRDDLHAGTALHHRGPPHLGPPPPPPHQGHPGGWGAAAAAAAAAAAAAAAAHLPSMAGGQQPPPQSLLYSQPGGFTVNGMLSAPPGPGGGGGGAGGGAQSLVHPGLVRGDTPELAEHHHHHHHHAHPHPPHPHHAQGPPHHGGGGGG.... Result: 1 (interaction). (5) The miRNA is mmu-miR-345-5p with sequence GCUGACCCCUAGUCCAGUGCUU. The protein sequence of the target gene is MSGSKAESEEKAGSKQCPLVQVNEYKENEHIAYTSLRPIQITTLRKTAKVYLYPFSLSNSKLGLLKLSKSPVVNNSSKSVVHKKKDRKKTRRKVLTSKMKALSSKADSLLLKSSVDAYTESTRLGPKRTSDSATLSVDAESSDEDSAPGLDDFSGLSPYERKRLRNIRENANFFASLQLAESAARLRGMIKKRESPESKRKRPKKKENEIGCRRSMRLLKVDPLGVSLPASPTQPTLVEEEENPLLPPGPLEMIPENQDDSSELLKASLKTWAEMSQTSNEKTKKGLSSIKSYKANLSGM.... Result: 0 (no interaction). (6) The miRNA is mmu-miR-706 with sequence AGAGAAACCCUGUCUCAAAAAA. The protein sequence of the target gene is MSRPVRNRKVVDYSQFQESDDADEDYGRDSGPPAKKIRSSPREAKNKRRSGKNSQEDSEDSEEKDVKTKKDDSHSAEDSEDEKDDHKNVRQQRQAASKAASKQREMLLEDVGSEEEPEEDDEAPFQEKDSGSDEDFLMEDDDDSDYGSSKKKNKKMVKKSKPERKEKKMPKPRLKATVTPSPVKGKAKVGRPTASKKSKEKTPSPKEEDEEAESPPEKKSGDEGSEDEASSGED. Result: 1 (interaction). (7) The miRNA is hsa-miR-3928-5p with sequence UGAAGCUCUAAGGUUCCGCCUGC. The protein sequence of the target gene is MAFSKGFRIYHKLDPPPFSLIVETRHKEECLMFESGAVAVLSSAEKEAIKGTYSKVLDAYGLLGVLRLNLGDTMLHYLVLVTGCMSVGKIQESEVFRVTSTEFISLRIDSSDEDRISEVRKVLNSGNFYFAWSASGISLDLSLNAHRSMQEQTTDNRFFWNQSLHLHLKHYGVNCDDWLLRLMCGGVEIRTIYAAHKQAKACLISRLSCERAGTRFNVRGTNDDGHVANFVETEQVVYLDDSVSSFIQIRGSVPLFWEQPGLQVGSHRVRMSRGFEANAPAFDRHFRTLKNLYGKQIIVN.... Result: 0 (no interaction).